From a dataset of Full USPTO retrosynthesis dataset with 1.9M reactions from patents (1976-2016). Predict the reactants needed to synthesize the given product. (1) Given the product [C:3]([OH:45])(=[O:2])[C:4]1[CH:9]=[CH:8][CH:7]=[CH:6][CH:5]=1, predict the reactants needed to synthesize it. The reactants are: C[O:2][C:3](=[O:45])[C:4]1[CH:9]=[CH:8][C:7](OC2C=CC(C[C@@H](C3N(CCCC)C=C(C4C=CC(Cl)=CC=4Cl)N=3)NC(=O)CCCC(O)=O)=CC=2)=[CH:6][CH:5]=1.C(N)C1C=CC=CC=1. (2) Given the product [CH2:18]([O:20][CH:21]([O:24][CH2:25][CH3:26])[CH2:22][O:1][C:2]1[CH:9]=[CH:8][C:7]([O:10][CH3:11])=[CH:6][C:3]=1[CH:4]=[O:5])[CH3:19], predict the reactants needed to synthesize it. The reactants are: [OH:1][C:2]1[CH:9]=[CH:8][C:7]([O:10][CH3:11])=[CH:6][C:3]=1[CH:4]=[O:5].C([O-])([O-])=O.[K+].[K+].[CH2:18]([O:20][CH:21]([O:24][CH2:25][CH3:26])[CH2:22]Br)[CH3:19]. (3) Given the product [NH2:29][C@H:9]([CH2:8][C:5]1[CH:4]=[CH:3][C:2]([Cl:1])=[CH:7][CH:6]=1)[C:10]([N:12]1[CH2:17][CH2:16][CH:15]([C:18]2[CH:23]=[CH:22][CH:21]=[CH:20][C:19]=2[NH:24][S:25]([CH3:28])(=[O:26])=[O:27])[CH2:14][CH2:13]1)=[O:11], predict the reactants needed to synthesize it. The reactants are: [Cl:1][C:2]1[CH:7]=[CH:6][C:5]([CH2:8][C@@H:9]([NH:29]C(OC(C)(C)C)=O)[C:10]([N:12]2[CH2:17][CH2:16][CH:15]([C:18]3[CH:23]=[CH:22][CH:21]=[CH:20][C:19]=3[NH:24][S:25]([CH3:28])(=[O:27])=[O:26])[CH2:14][CH2:13]2)=[O:11])=[CH:4][CH:3]=1.Cl. (4) Given the product [Br:1][C:2]1[CH:11]=[CH:10][C:9]([O:12][CH:13]2[CH2:14][CH2:15][NH:16][CH2:17][CH2:18]2)=[C:8]2[C:3]=1[CH:4]=[N:5][C:6]([NH:19][C:20]1[CH:28]=[CH:27][C:23]([C:24]([NH:40][CH:36]3[CH2:37][CH2:32][CH2:33][CH2:34][N:35]3[CH3:38])=[O:25])=[CH:22][C:21]=1[O:29][CH3:30])=[N:7]2, predict the reactants needed to synthesize it. The reactants are: [Br:1][C:2]1[CH:11]=[CH:10][C:9]([O:12][CH:13]2[CH2:18][CH2:17][NH:16][CH2:15][CH2:14]2)=[C:8]2[C:3]=1[CH:4]=[N:5][C:6]([NH:19][C:20]1[CH:28]=[CH:27][C:23]([C:24](O)=[O:25])=[CH:22][C:21]=1[O:29][CH3:30])=[N:7]2.N[CH:32]1[CH2:37][CH2:36][N:35]([CH3:38])[CH2:34][CH2:33]1.C[N:40](C(ON1N=NC2C=CC=NC1=2)=[N+](C)C)C.F[P-](F)(F)(F)(F)F.CCN(C(C)C)C(C)C. (5) The reactants are: [C:1]([N:8]1[CH2:12][CH2:11][C@H:10]([OH:13])[C@H:9]1[C:14]([O:16][CH3:17])=[O:15])([O:3][C:4]([CH3:7])([CH3:6])[CH3:5])=[O:2].I[CH3:19]. Given the product [C:1]([N:8]1[CH2:12][CH2:11][C@H:10]([O:13][CH3:19])[C@H:9]1[C:14]([O:16][CH3:17])=[O:15])([O:3][C:4]([CH3:7])([CH3:6])[CH3:5])=[O:2], predict the reactants needed to synthesize it. (6) Given the product [Cl:21][C:22]1[N:23]=[C:24]([Cl:31])[C:25]2[CH:30]=[CH:29][N:28]([CH2:6][CH:3]3[CH2:4][CH2:5][O:1][CH2:2]3)[C:26]=2[N:27]=1, predict the reactants needed to synthesize it. The reactants are: [O:1]1[CH2:5][CH2:4][CH:3]([CH2:6]O)[CH2:2]1.C(P(CCCC)CCCC)CCC.[Cl:21][C:22]1[N:23]=[C:24]([Cl:31])[C:25]2[CH:30]=[CH:29][NH:28][C:26]=2[N:27]=1.N(C(N1CCCCC1)=O)=NC(N1CCCCC1)=O. (7) Given the product [CH2:25]([O:24][C:20]([CH:21]1[O:5][N:4]=[C:3]([C:6]2[CH:11]=[CH:10][C:9]([O:12][CH3:13])=[C:8]([O:14][CH:15]3[CH2:19][CH2:18][CH2:17][CH2:16]3)[CH:7]=2)[CH2:2][CH2:22]1)=[O:23])[CH3:26], predict the reactants needed to synthesize it. The reactants are: Cl[CH2:2][C:3]([C:6]1[CH:11]=[CH:10][C:9]([O:12][CH3:13])=[C:8]([O:14][CH:15]2[CH2:19][CH2:18][CH2:17][CH2:16]2)[CH:7]=1)=[N:4][OH:5].[C:20]([O:24][CH2:25][CH3:26])(=[O:23])[CH:21]=[CH2:22].C(=O)([O-])[O-].[Na+].[Na+].